From a dataset of Catalyst prediction with 721,799 reactions and 888 catalyst types from USPTO. Predict which catalyst facilitates the given reaction. (1) The catalyst class is: 9. Reactant: [N+:1]([C:4]1[CH:9]=[CH:8][C:7]([C:10]2[CH:11]=[N:12][C:13]3[C:18]([N:19]=2)=[CH:17][C:16]([OH:20])=[CH:15][CH:14]=3)=[CH:6][CH:5]=1)([O-:3])=[O:2].C(=O)([O-])[O-].[K+].[K+].Br[CH2:28][CH2:29][O:30][Si:31]([C:34]([CH3:37])([CH3:36])[CH3:35])([CH3:33])[CH3:32]. Product: [Si:31]([O:30][CH2:29][CH2:28][O:20][C:16]1[CH:17]=[C:18]2[C:13]([N:12]=[CH:11][C:10]([C:7]3[CH:6]=[CH:5][C:4]([N+:1]([O-:3])=[O:2])=[CH:9][CH:8]=3)=[N:19]2)=[CH:14][CH:15]=1)([C:34]([CH3:37])([CH3:36])[CH3:35])([CH3:33])[CH3:32]. (2) Reactant: [NH2:1][C:2]1[C:10]2[C:9]([C:11]3[CH:16]=[CH:15][CH:14]=[CH:13][C:12]=3[O:17]CC3C=CC=CC=3)=[N:8][C:7]([NH:25][CH:26]3[CH2:28][CH2:27]3)=[N:6][C:5]=2[S:4][C:3]=1[C:29]([NH2:31])=[O:30]. Product: [NH2:1][C:2]1[C:10]2[C:9]([C:11]3[CH:16]=[CH:15][CH:14]=[CH:13][C:12]=3[OH:17])=[N:8][C:7]([NH:25][CH:26]3[CH2:28][CH2:27]3)=[N:6][C:5]=2[S:4][C:3]=1[C:29]([NH2:31])=[O:30]. The catalyst class is: 105. (3) Reactant: B.O1CCCC1.[N+:7]([C:10]1[CH:11]=[CH:12][C:13]2[O:18][CH2:17][C:16](=O)[NH:15][C:14]=2[CH:20]=1)([O-:9])=[O:8].Cl. Product: [N+:7]([C:10]1[CH:11]=[CH:12][C:13]2[O:18][CH2:17][CH2:16][NH:15][C:14]=2[CH:20]=1)([O-:9])=[O:8]. The catalyst class is: 5. (4) Reactant: Cl[C:2]1[C:7]([N+:8]([O-:10])=[O:9])=[C:6]([O:11][CH3:12])[N:5]=[C:4]([CH3:13])[N:3]=1.[NH2:14][C:15]1[C:27]([Cl:28])=[CH:26][C:18]([O:19][CH2:20][C:21]([O:23][CH2:24][CH3:25])=[O:22])=[C:17]([O:29][CH2:30][C:31]2[C:36]([O:37][CH3:38])=[CH:35][CH:34]=[C:33]([F:39])[C:32]=2[F:40])[CH:16]=1.C(N(CC)C(C)C)(C)C.C(OCC)(=O)C. Product: [Cl:28][C:27]1[C:15]([NH:14][C:2]2[C:7]([N+:8]([O-:10])=[O:9])=[C:6]([O:11][CH3:12])[N:5]=[C:4]([CH3:13])[N:3]=2)=[CH:16][C:17]([O:29][CH2:30][C:31]2[C:36]([O:37][CH3:38])=[CH:35][CH:34]=[C:33]([F:39])[C:32]=2[F:40])=[C:18]([CH:26]=1)[O:19][CH2:20][C:21]([O:23][CH2:24][CH3:25])=[O:22]. The catalyst class is: 47. (5) Reactant: [CH3:1][C:2]1([CH3:20])[O:6][C@@H:5]([C@@H:7]2[C@@H:11]3[O:12][C:13]([CH3:16])([CH3:15])[O:14][C@:10]3([CH2:17]I)[C:9](=[O:19])[O:8]2)[CH2:4][O:3]1.CCN(CC)CC. Product: [CH3:1][C:2]1([CH3:20])[O:6][C@@H:5]([C@@H:7]2[C@@H:11]3[O:12][C:13]([CH3:16])([CH3:15])[O:14][C@:10]3([CH3:17])[C:9](=[O:19])[O:8]2)[CH2:4][O:3]1. The catalyst class is: 50. (6) Reactant: COC1C=CC(C[N:8]2[C:12]3=[N:13][CH:14]=[CH:15][C:16]([O:17][C:18]4[CH:23]=[CH:22][C:21]([NH:24][C:25]([C:27]56[CH2:32][CH:31]5[CH2:30][N:29]([C:33]5[CH:38]=[CH:37][C:36]([F:39])=[CH:35][CH:34]=5)[C:28]6=[O:40])=[O:26])=[CH:20][C:19]=4[F:41])=[C:11]3[C:10]([N:42]3[CH2:47][CH2:46][CH:45]([N:48]([CH3:50])[CH3:49])[CH2:44][CH2:43]3)=[N:9]2)=CC=1. Product: [CH3:49][N:48]([CH3:50])[CH:45]1[CH2:46][CH2:47][N:42]([C:10]2[C:11]3[C:12](=[N:13][CH:14]=[CH:15][C:16]=3[O:17][C:18]3[CH:23]=[CH:22][C:21]([NH:24][C:25]([C:27]45[CH2:32][CH:31]4[CH2:30][N:29]([C:33]4[CH:34]=[CH:35][C:36]([F:39])=[CH:37][CH:38]=4)[C:28]5=[O:40])=[O:26])=[CH:20][C:19]=3[F:41])[NH:8][N:9]=2)[CH2:43][CH2:44]1. The catalyst class is: 67. (7) Reactant: [S:1]1[CH:5]=[CH:4][N:3]=[C:2]1[C:6]1[N:11]=[C:10]([C:12](OC)=[O:13])[CH:9]=[CH:8][CH:7]=1.[BH4-].[Na+]. Product: [S:1]1[CH:5]=[CH:4][N:3]=[C:2]1[C:6]1[N:11]=[C:10]([CH2:12][OH:13])[CH:9]=[CH:8][CH:7]=1. The catalyst class is: 14. (8) Reactant: [NH2:1][C:2]1[CH:11]=[C:10]([C:12]([F:15])([F:14])[F:13])[CH:9]=[CH:8][C:3]=1[C:4]([O:6][CH3:7])=[O:5].[CH3:16]CN(C(C)C)C(C)C.Cl[C:26](=[O:32])[CH2:27][CH2:28][C:29]([O-:31])=[O:30]. Product: [CH3:16][O:31][C:29](=[O:30])[CH2:28][CH2:27][C:26]([NH:1][C:2]1[CH:11]=[C:10]([C:12]([F:13])([F:14])[F:15])[CH:9]=[CH:8][C:3]=1[C:4]([O:6][CH3:7])=[O:5])=[O:32]. The catalyst class is: 168. (9) Reactant: [NH2:1][C:2]1[CH:3]=[N:4][CH:5]=[CH:6][C:7]=1[NH2:8].[C:9]([Cl:12])(=[O:11])[CH3:10]. Product: [ClH:12].[NH2:8][C:7]1[CH:6]=[CH:5][N:4]=[CH:3][C:2]=1[NH:1][C:9](=[O:11])[CH3:10]. The catalyst class is: 44. (10) Reactant: [NH2:1][C:2]1[C:7]([CH:8]=O)=[C:6]([CH:10]2[CH2:15][CH2:14][CH2:13][N:12]([C:16]([O:18][C:19]([CH3:22])([CH3:21])[CH3:20])=[O:17])[CH2:11]2)[CH:5]=[C:4]([C:23]2[CH:28]=[CH:27][CH:26]=[CH:25][C:24]=2[OH:29])[N:3]=1.[C:30](OCC)(=[O:37])[CH2:31][C:32]([O:34][CH2:35][CH3:36])=[O:33].N1CCCCC1. Product: [C:19]([O:18][C:16]([N:12]1[CH2:13][CH2:14][CH2:15][CH:10]([C:6]2[CH:5]=[C:4]([C:23]3[CH:28]=[CH:27][CH:26]=[CH:25][C:24]=3[OH:29])[N:3]=[C:2]3[C:7]=2[CH:8]=[C:31]([C:32]([O:34][CH2:35][CH3:36])=[O:33])[C:30](=[O:37])[NH:1]3)[CH2:11]1)=[O:17])([CH3:21])([CH3:22])[CH3:20]. The catalyst class is: 8.